From a dataset of Reaction yield outcomes from USPTO patents with 853,638 reactions. Predict the reaction yield, written as a fraction of the theoretical maximum amount of product (1.0 means a 100% yield; for example, 0.34 means a 34% yield). (1) The reactants are FC(F)(F)S(O[C:7]1[C:16]2[C:11](=[CH:12][CH:13]=[CH:14][CH:15]=2)[C:10]([Cl:17])=[CH:9][C:8]=1[C:18](=[O:20])[CH3:19])(=O)=O.[OH:23][CH:24]1[CH2:29][CH2:28][NH:27][CH2:26][CH2:25]1.C(=O)([O-])[O-].[Cs+].[Cs+]. The catalyst is O1CCCC1.ClCCl.C([O-])(=O)C.[Pd+2].C([O-])(=O)C.C1C=CC(P(C2C=CC3C(=CC=CC=3)C=2C2C3C(=CC=CC=3)C=CC=2P(C2C=CC=CC=2)C2C=CC=CC=2)C2C=CC=CC=2)=CC=1. The product is [Cl:17][C:10]1[C:11]2[C:16](=[CH:15][CH:14]=[CH:13][CH:12]=2)[C:7]([N:27]2[CH2:28][CH2:29][CH:24]([OH:23])[CH2:25][CH2:26]2)=[C:8]([C:18](=[O:20])[CH3:19])[CH:9]=1. The yield is 0.810. (2) The reactants are [Li+].[Cl-].[Cl:3][C:4]([Cl:15])([Cl:14])[C@@H:5]1[N:9]2[CH2:10][CH2:11][CH2:12][C@H:8]2[C:7](=[O:13])[O:6]1.[Li+].CC([N-]C(C)C)C.[CH:24](OC)=[O:25].C(O)(=O)CC(CC(O)=O)(C(O)=O)O. The catalyst is C1COCC1.O. The product is [O:13]=[C:7]1[O:6][C@H:5]([C:4]([Cl:3])([Cl:14])[Cl:15])[N:9]2[CH2:10][CH2:11][CH2:12][C@@:8]12[CH:24]=[O:25]. The yield is 0.660. (3) The reactants are [C:1]([O:5][C:6](=[O:67])[CH2:7][CH2:8][C@@H:9]([NH:49][C:50](OCC1C2C=CC=CC=2C2C1=CC=CC=2)=[O:51])[C:10](=[O:48])[NH:11][C@@H:12]([C:34](=[O:47])[NH:35][C:36]([C:39](=[O:46])[NH:40][CH2:41][C:42]([O:44][CH3:45])=[O:43])([CH3:38])[CH3:37])[CH2:13][S:14][C:15]([C:28]1[CH:33]=[CH:32][CH:31]=[CH:30][CH:29]=1)([C:22]1[CH:27]=[CH:26][CH:25]=[CH:24][CH:23]=1)C1C=CC=CC=1)([CH3:4])([CH3:3])[CH3:2].C(N[CH2:71][CH3:72])C.[OH:73][C@H:74](/[CH:79]=[CH:80]/[CH2:81][CH2:82][S:83][C:84]([C:97]1[CH:102]=[CH:101][CH:100]=[CH:99][CH:98]=1)(C1C=CC=CC=1)[C:85]1[CH:90]=[CH:89][CH:88]=[CH:87][CH:86]=1)[CH2:75]C(O)=O.C1CN([P+](ON2N=N[C:122]3[CH:123]=[CH:124][CH:125]=[CH:126][C:121]2=3)(N2CCCC2)N2CCCC2)CC1.F[P-](F)(F)(F)(F)F.C(N([CH:142]([CH3:144])[CH3:143])CC)(C)C.[CH3:145]C#N. The catalyst is C(Cl)Cl. The product is [C:1]([O:5][C:6](=[O:67])[CH2:7][CH2:8][C@@H:9]([NH:49][C:50](=[O:51])[CH2:75][C@H:74]([OH:73])/[CH:79]=[CH:80]/[CH2:81][CH2:82][S:83][C:84]([C:72]1[CH:71]=[CH:143][CH:142]=[CH:144][CH:145]=1)([C:97]1[CH:98]=[CH:99][CH:100]=[CH:101][CH:102]=1)[C:85]1[CH:86]=[CH:87][CH:88]=[CH:89][CH:90]=1)[C:10](=[O:48])[NH:11][C@@H:12]([C:34](=[O:47])[NH:35][C:36]([C:39](=[O:46])[NH:40][CH2:41][C:42]([O:44][CH3:45])=[O:43])([CH3:37])[CH3:38])[CH2:13][S:14][C:15]([C:22]1[CH:27]=[CH:26][CH:25]=[CH:24][CH:23]=1)([C:28]1[CH:33]=[CH:32][CH:31]=[CH:30][CH:29]=1)[C:121]1[CH:126]=[CH:125][CH:124]=[CH:123][CH:122]=1)([CH3:4])([CH3:3])[CH3:2]. The yield is 0.850. (4) The reactants are [CH2:1]([C:4]1[CH:10]=[CH:9][C:7]([NH2:8])=[CH:6][C:5]=1[N+:11]([O-:13])=[O:12])[CH2:2][CH3:3].[CH3:14][C:15]([O:18][C:19](O[C:19]([O:18][C:15]([CH3:17])([CH3:16])[CH3:14])=[O:20])=[O:20])([CH3:17])[CH3:16]. The catalyst is N1C=CC=CC=1.C(Cl)Cl. The product is [C:15]([O:18][C:19](=[O:20])[NH:8][C:7]1[CH:9]=[CH:10][C:4]([CH2:1][CH2:2][CH3:3])=[C:5]([N+:11]([O-:13])=[O:12])[CH:6]=1)([CH3:17])([CH3:16])[CH3:14]. The yield is 0.870. (5) The catalyst is C(OCC)(=O)C. The reactants are [CH2:1]([O:8][C:9]([NH:11][CH2:12][CH2:13][CH2:14][CH2:15][CH:16]([C:22]([O-])=O)[C:17]([O:19][CH2:20][CH3:21])=[O:18])=[O:10])[C:2]1[CH:7]=[CH:6][CH:5]=[CH:4][CH:3]=1.C=O.C(NCC)C. The product is [CH2:1]([O:8][C:9]([NH:11][CH2:12][CH2:13][CH2:14][CH2:15][C:16](=[CH2:22])[C:17]([O:19][CH2:20][CH3:21])=[O:18])=[O:10])[C:2]1[CH:3]=[CH:4][CH:5]=[CH:6][CH:7]=1. The yield is 0.620. (6) The product is [CH3:1][O:2][C:3]1[CH:10]=[CH:9][CH:8]=[C:7]([CH3:11])[C:4]=1[CH:5]=[N:13][OH:14]. The yield is 0.620. The reactants are [CH3:1][O:2][C:3]1[CH:10]=[CH:9][CH:8]=[C:7]([CH3:11])[C:4]=1[CH:5]=O.Cl.[NH2:13][OH:14]. The catalyst is C(N(CC)CC)C.